From a dataset of Reaction yield outcomes from USPTO patents with 853,638 reactions. Predict the reaction yield, written as a fraction of the theoretical maximum amount of product (1.0 means a 100% yield; for example, 0.34 means a 34% yield). The reactants are [NH2:1][C:2]1[S:3][C:4]2[CH:10]=[C:9]([O:11][C:12]3[CH:13]=[C:14]([CH:28]=[CH:29][CH:30]=3)[C:15]([NH:17][C:18]3[CH:23]=[CH:22][C:21]([C:24]([F:27])([F:26])[F:25])=[CH:20][CH:19]=3)=[O:16])[CH:8]=[CH:7][C:5]=2[N:6]=1.[CH:31]1([C:34](Cl)=[O:35])[CH2:33][CH2:32]1.C(N(C(C)C)C(C)C)C.O. The catalyst is O1CCCC1. The product is [CH:31]1([C:34]([NH:1][C:2]2[S:3][C:4]3[CH:10]=[C:9]([O:11][C:12]4[CH:13]=[C:14]([CH:28]=[CH:29][CH:30]=4)[C:15]([NH:17][C:18]4[CH:19]=[CH:20][C:21]([C:24]([F:27])([F:25])[F:26])=[CH:22][CH:23]=4)=[O:16])[CH:8]=[CH:7][C:5]=3[N:6]=2)=[O:35])[CH2:33][CH2:32]1. The yield is 0.880.